Predict the product of the given reaction. From a dataset of Forward reaction prediction with 1.9M reactions from USPTO patents (1976-2016). (1) Given the reactants [OH:1][CH2:2][C@H:3]1[C@@H:8]([OH:9])[CH:7]=[CH:6][CH2:5][O:4]1.N1C=CN=C1.[CH3:15][C:16]([Si:19](Cl)([CH3:21])[CH3:20])([CH3:18])[CH3:17], predict the reaction product. The product is: [Si:19]([O:1][CH2:2][C@H:3]1[C@@H:8]([OH:9])[CH:7]=[CH:6][CH2:5][O:4]1)([C:16]([CH3:18])([CH3:17])[CH3:15])([CH3:21])[CH3:20]. (2) Given the reactants Br[C:2]1[C:3]2[N:10]([CH2:11][CH3:12])[C:9]([C:13]3[C:14]([NH2:18])=[N:15][O:16][N:17]=3)=[N:8][C:4]=2[CH:5]=[N:6][CH:7]=1.C([Li])CCC.CN(C)[CH:26]=[O:27], predict the reaction product. The product is: [NH2:18][C:14]1[C:13]([C:9]2[N:10]([CH2:11][CH3:12])[C:3]3[C:2]([CH:26]=[O:27])=[CH:7][N:6]=[CH:5][C:4]=3[N:8]=2)=[N:17][O:16][N:15]=1.